Predict the reaction yield, written as a fraction of the theoretical maximum amount of product (1.0 means a 100% yield; for example, 0.34 means a 34% yield). From a dataset of Reaction yield outcomes from USPTO patents with 853,638 reactions. (1) The reactants are [ClH:1].C([N:9]1[CH2:13][CH2:12][C@H:11]([N:14]([CH2:16][CH2:17][O:18][Si](C(C)(C)C)(C)C)[CH3:15])[CH2:10]1)C1C=CC=CC=1. The catalyst is [C].[Pd].C(O)C. The product is [ClH:1].[ClH:1].[OH:18][CH2:17][CH2:16][N:14]([CH3:15])[C@H:11]1[CH2:12][CH2:13][NH:9][CH2:10]1. The yield is 0.730. (2) The reactants are Cl.Cl.[NH:3]1[CH2:6][CH:5]([C:7]2[C:8]([O:28][CH3:29])=[C:9]([CH:15]([N:17]3[C:21]4=[N:22][CH:23]=[N:24][C:25]([NH2:26])=[C:20]4[C:19]([CH3:27])=[N:18]3)[CH3:16])[CH:10]=[C:11]([Cl:14])[C:12]=2[CH3:13])[CH2:4]1.C(N(CC)CC)C.Br[CH:38]([C:41]([F:44])([F:43])[F:42])[CH2:39][OH:40].CN(C)C=O. The catalyst is C(#N)C.O. The product is [NH2:26][C:25]1[N:24]=[CH:23][N:22]=[C:21]2[N:17]([CH:15]([C:9]3[C:8]([O:28][CH3:29])=[C:7]([CH:5]4[CH2:4][N:3]([CH:38]([C:41]([F:44])([F:43])[F:42])[CH2:39][OH:40])[CH2:6]4)[C:12]([CH3:13])=[C:11]([Cl:14])[CH:10]=3)[CH3:16])[N:18]=[C:19]([CH3:27])[C:20]=12. The yield is 0.300. (3) The reactants are [CH3:1][O:2][C:3](=[O:19])[CH2:4][S:5][CH2:6][C:7]1[C:16]2[CH2:15][CH2:14][CH2:13][C:12](=[O:17])[C:11]=2[CH:10]=[CH:9][C:8]=1[OH:18].[N:20]1([CH2:25][C@@H:26]([C:28]2[CH:33]=[CH:32][CH:31]=[CH:30][CH:29]=2)O)[CH:24]=[CH:23][N:22]=[CH:21]1.C1C=CC(P(C2C=CC=CC=2)C2C=CC=CC=2)=CC=1.N(C(OCC)=O)=NC(OCC)=O. The catalyst is O1CCCC1. The product is [CH3:1][O:2][C:3](=[O:19])[CH2:4][S:5][CH2:6][C:7]1[C:16]2[CH2:15][CH2:14][CH2:13][C:12](=[O:17])[C:11]=2[CH:10]=[CH:9][C:8]=1[O:18][C@@H:26]([C:28]1[CH:33]=[CH:32][CH:31]=[CH:30][CH:29]=1)[CH2:25][N:20]1[CH:24]=[CH:23][N:22]=[CH:21]1. The yield is 0.260. (4) The reactants are [F:1][C:2]([CH3:34])([CH3:33])[CH2:3][CH2:4][CH:5]([CH2:9][CH:10]([OH:32])[CH:11]([NH:19][C:20]([C:22]1[CH:31]=[N:30][C:29]2[C:24](=[CH:25][CH:26]=[CH:27][CH:28]=2)[N:23]=1)=[O:21])[CH2:12][C:13]1[CH:18]=[CH:17][CH:16]=[CH:15][CH:14]=1)[C:6]([OH:8])=[O:7].[Si:35](Cl)([C:38]([CH3:41])([CH3:40])[CH3:39])([CH3:37])[CH3:36].N1C=CN=C1. The catalyst is CN(C)C=O. The product is [C:38]([Si:35]([CH3:37])([CH3:36])[O:32][CH:10]([CH:11]([NH:19][C:20]([C:22]1[CH:31]=[N:30][C:29]2[C:24](=[CH:25][CH:26]=[CH:27][CH:28]=2)[N:23]=1)=[O:21])[CH2:12][C:13]1[CH:18]=[CH:17][CH:16]=[CH:15][CH:14]=1)[CH2:9][CH:5]([CH2:4][CH2:3][C:2]([F:1])([CH3:34])[CH3:33])[C:6]([OH:8])=[O:7])([CH3:41])([CH3:40])[CH3:39]. The yield is 0.390. (5) The reactants are [H-].[Na+].[F:3][C:4]1[CH:9]=[CH:8][C:7]([SH:10])=[CH:6][CH:5]=1.I[CH2:12][CH2:13][CH:14]1[CH2:19][CH2:18][N:17]([C:20]([O:22][C:23]([CH3:26])([CH3:25])[CH3:24])=[O:21])[CH2:16][CH2:15]1. The catalyst is O1CCCC1.CCOCC. The product is [F:3][C:4]1[CH:9]=[CH:8][C:7]([S:10][CH2:12][CH2:13][CH:14]2[CH2:15][CH2:16][N:17]([C:20]([O:22][C:23]([CH3:24])([CH3:26])[CH3:25])=[O:21])[CH2:18][CH2:19]2)=[CH:6][CH:5]=1. The yield is 0.950. (6) The product is [OH:10][C:9]1[CH:8]=[C:7]([O:11][CH2:18][O:19][CH3:20])[CH:6]=[CH:5][C:4]=1[C:2](=[O:3])[CH3:1]. The reactants are [CH3:1][C:2]([C:4]1[CH:5]=[CH:6][C:7]([OH:11])=[CH:8][C:9]=1[OH:10])=[O:3].C(=O)([O-])[O-].[K+].[K+].[CH3:18][O:19][CH:20](Cl)Cl. The yield is 0.870. The catalyst is CC(C)=O.